From a dataset of Forward reaction prediction with 1.9M reactions from USPTO patents (1976-2016). Predict the product of the given reaction. (1) Given the reactants C(NC1C=CC(C2C=C3C(CN([C@@H](C(C)C)C(O)=O)C3=O)=CC=2)=CC=1)(=O)C1C=CC=CC=1.[CH3:33][CH:34]([CH3:65])[C@H:35]([N:40]1[CH2:48][C:47]2[C:42](=[CH:43][C:44]([C:49]3[CH:54]=[CH:53][C:52]([NH:55][C:56](=[O:63])[C:57]4[CH:62]=[CH:61][CH:60]=[N:59][CH:58]=4)=[CH:51][CH:50]=3)=[CH:45][CH:46]=2)[C:41]1=[O:64])[C:36]([O:38]C)=[O:37], predict the reaction product. The product is: [CH3:33][CH:34]([CH3:65])[C@H:35]([N:40]1[CH2:48][C:47]2[C:42](=[CH:43][C:44]([C:49]3[CH:54]=[CH:53][C:52]([NH:55][C:56](=[O:63])[C:57]4[CH:62]=[CH:61][CH:60]=[N:59][CH:58]=4)=[CH:51][CH:50]=3)=[CH:45][CH:46]=2)[C:41]1=[O:64])[C:36]([OH:38])=[O:37]. (2) Given the reactants [CH3:1][C:2]([CH3:7])=[CH:3][C:4]([OH:6])=[O:5].[C:8]1([O:14][CH3:15])[CH:13]=[CH:12][CH:11]=[CH:10][CH:9]=1.[Cl-].[Al+3].[Cl-].[Cl-].Cl, predict the reaction product. The product is: [CH3:15][O:14][C:8]1[CH:13]=[CH:12][C:11]([C:2]([CH3:7])([CH3:1])[CH2:3][C:4]([OH:6])=[O:5])=[CH:10][CH:9]=1. (3) Given the reactants [Li]CCCC.CCCCCC.Br[C:13]1[CH:14]=[C:15]([CH:18]2[O:22][CH2:21][CH2:20][O:19]2)[S:16][CH:17]=1.[Cl:23][C:24]1[O:28][C:27]([CH:29]=[O:30])=[CH:26][CH:25]=1.[CH3:31][CH:32]([Si:34](Cl)([CH:38]([CH3:40])[CH3:39])[CH:35]([CH3:37])[CH3:36])[CH3:33], predict the reaction product. The product is: [Cl:23][C:24]1[O:28][C:27]([CH:29]([C:13]2[CH:14]=[C:15]([CH:18]3[O:22][CH2:21][CH2:20][O:19]3)[S:16][CH:17]=2)[O:30][Si:34]([CH:38]([CH3:40])[CH3:39])([CH:35]([CH3:37])[CH3:36])[CH:32]([CH3:33])[CH3:31])=[CH:26][CH:25]=1. (4) Given the reactants [NH2:1][C:2]1[N:3]=[CH:4][C:5]([C:8]([OH:10])=[O:9])=[N:6][CH:7]=1.C(=O)([O-])[O-].[K+].[K+].[CH2:17](Br)[C:18]1[CH:23]=[CH:22][CH:21]=[CH:20][CH:19]=1, predict the reaction product. The product is: [NH2:1][C:2]1[N:3]=[CH:4][C:5]([C:8]([O:10][CH2:17][C:18]2[CH:23]=[CH:22][CH:21]=[CH:20][CH:19]=2)=[O:9])=[N:6][CH:7]=1. (5) Given the reactants [Br:1][C:2]1[CH:3]=[C:4]([C:8]2([CH3:26])[N:13](CC3C=CC(OC)=CC=3)[C:12](=[NH:23])[N:11]([CH3:24])[C:10](=[O:25])[CH2:9]2)[CH:5]=[CH:6][CH:7]=1.O.[N+]([O-])([O-])=O.[Ce].[NH4+].C(=O)(O)[O-].[Na+], predict the reaction product. The product is: [NH2:23][C:12]1[N:11]([CH3:24])[C:10](=[O:25])[CH2:9][C:8]([C:4]2[CH:5]=[CH:6][CH:7]=[C:2]([Br:1])[CH:3]=2)([CH3:26])[N:13]=1.